From a dataset of Forward reaction prediction with 1.9M reactions from USPTO patents (1976-2016). Predict the product of the given reaction. (1) The product is: [Cl:1][C:2]1[CH:3]=[CH:4][C:5]([CH:25]=[O:26])=[C:6]2[C:10]=1[N:9]=[C:8]1[N:11]([C:16]3[CH:21]=[CH:20][C:19]([O:22][CH3:23])=[CH:18][C:17]=3[Cl:24])[CH2:12][CH2:13][CH2:14][CH2:15][N:7]21. Given the reactants [Cl:1][C:2]1[C:10]2[N:9]=[C:8]3[N:11]([C:16]4[CH:21]=[CH:20][C:19]([O:22][CH3:23])=[CH:18][C:17]=4[Cl:24])[CH2:12][CH2:13][CH2:14][CH2:15][N:7]3[C:6]=2[C:5]([CH2:25][OH:26])=[CH:4][CH:3]=1.CC(OI1(OC(C)=O)(OC(C)=O)OC(=O)C2C=CC=CC1=2)=O, predict the reaction product. (2) Given the reactants [C:1]([NH:9][C:10]1[CH:15]=[CH:14][C:13]([N:16]2[CH2:21][CH2:20][N:19]([C:22](=[O:34])[CH2:23][NH:24][C:25](=[O:33])[C:26]3[CH:31]=[CH:30][CH:29]=[C:28]([OH:32])[CH:27]=3)[CH2:18][CH2:17]2)=[CH:12][CH:11]=1)(=[O:8])[C:2]1[CH:7]=[CH:6][CH:5]=[CH:4][CH:3]=1.C(=O)([O-])[O-].[K+].[K+].[F:41][CH2:42][CH2:43]Br, predict the reaction product. The product is: [C:1]([NH:9][C:10]1[CH:11]=[CH:12][C:13]([N:16]2[CH2:21][CH2:20][N:19]([C:22](=[O:34])[CH2:23][NH:24][C:25](=[O:33])[C:26]3[CH:31]=[CH:30][CH:29]=[C:28]([O:32][CH2:43][CH2:42][F:41])[CH:27]=3)[CH2:18][CH2:17]2)=[CH:14][CH:15]=1)(=[O:8])[C:2]1[CH:7]=[CH:6][CH:5]=[CH:4][CH:3]=1. (3) Given the reactants Br[C:2]1[CH:3]=[N:4][CH:5]=[C:6]([Cl:16])[C:7]=1[CH2:8][O:9][CH:10]1[CH2:15][CH2:14][CH2:13][CH2:12][O:11]1.[Li]CCCC.[CH3:22][O:23][C:24](=O)[CH2:25][O:26]C.C([O-])(O)=O.[Na+], predict the reaction product. The product is: [Cl:16][C:6]1[C:7]([CH2:8][O:9][CH:10]2[CH2:15][CH2:14][CH2:13][CH2:12][O:11]2)=[C:2]([C:25](=[O:26])[CH2:24][O:23][CH3:22])[CH:3]=[N:4][CH:5]=1. (4) Given the reactants [CH3:1][C:2]1[CH:3]=[C:4]([CH:6]=[C:7]([C:9]2[S:13][CH:12]=[N:11][CH:10]=2)[CH:8]=1)[NH2:5].C(=O)([O-])[O-].[Cs+].[Cs+].Cl[C:21]1[N:26]=[C:25]([CH:27]2[CH2:29][CH2:28]2)[CH:24]=[CH:23][N:22]=1.CC1(C)C2C(=C(P(C3C=CC=CC=3)C3C=CC=CC=3)C=CC=2)OC2C(P(C3C=CC=CC=3)C3C=CC=CC=3)=CC=CC1=2, predict the reaction product. The product is: [CH:27]1([C:25]2[CH:24]=[CH:23][N:22]=[C:21]([NH:5][C:4]3[CH:6]=[C:7]([C:9]4[S:13][CH:12]=[N:11][CH:10]=4)[CH:8]=[C:2]([CH3:1])[CH:3]=3)[N:26]=2)[CH2:29][CH2:28]1.